This data is from Retrosynthesis with 50K atom-mapped reactions and 10 reaction types from USPTO. The task is: Predict the reactants needed to synthesize the given product. (1) The reactants are: Cn1cc(-c2ccc(CN)cc2F)ccc1=O.O=C(O)c1ccc(-c2cnccn2)cc1. Given the product Cn1cc(-c2ccc(CNC(=O)c3ccc(-c4cnccn4)cc3)cc2F)ccc1=O, predict the reactants needed to synthesize it. (2) Given the product Cc1ccc(S(=O)(=O)n2cnc(C=O)c2)cc1, predict the reactants needed to synthesize it. The reactants are: Cc1ccc(S(=O)(=O)Cl)cc1.O=Cc1c[nH]cn1.